The task is: Predict the reactants needed to synthesize the given product.. This data is from Full USPTO retrosynthesis dataset with 1.9M reactions from patents (1976-2016). (1) Given the product [CH2:13]([P:20](=[O:59])([O:21][CH2:22][CH2:23][CH2:24][CH2:25][CH2:26][CH2:27][CH2:28][CH2:29][CH2:30][CH2:31][CH2:32][CH2:33][CH2:34][CH2:35][CH2:36][CH2:37][CH2:38][CH3:39])[O:40][CH2:41][CH2:42][CH2:43][CH2:44][CH2:45][CH2:46][CH2:47][CH2:48][CH2:49][CH2:50][CH2:51][CH2:52][CH2:53][CH2:54][CH2:55][CH2:56][CH2:57][CH3:58])[CH2:14][CH:15]([P:20](=[O:59])([O:40][CH2:41][CH2:42][CH2:43][CH2:44][CH2:45][CH2:46][CH2:47][CH2:48][CH2:49][CH2:50][CH2:51][CH2:52][CH2:53][CH2:54][CH2:55][CH2:10][CH2:8][CH3:9])[O:21][CH2:22][CH2:23][CH2:24][CH2:25][CH2:26][CH2:27][CH2:28][CH2:29][CH2:30][CH2:31][CH2:32][CH2:33][CH2:34][CH2:35][CH2:36][CH2:37][CH2:38][CH3:39])[CH2:16][CH2:17][CH2:18][CH3:19], predict the reactants needed to synthesize it. The reactants are: [S].[H-].[Na+].C([N-][CH:8]([CH3:10])[CH3:9])(C)C.[Li+].C=[C:13]([P:20](=[O:59])([O:40][CH2:41][CH2:42][CH2:43][CH2:44][CH2:45][CH2:46][CH2:47][CH2:48][CH2:49][CH2:50][CH2:51][CH2:52][CH2:53][CH2:54][CH2:55][CH2:56][CH2:57][CH3:58])[O:21][CH2:22][CH2:23][CH2:24][CH2:25][CH2:26][CH2:27][CH2:28][CH2:29][CH2:30][CH2:31][CH2:32][CH2:33][CH2:34][CH2:35][CH2:36][CH2:37][CH2:38][CH3:39])[CH2:14][CH2:15][CH2:16][CH2:17][CH2:18][CH3:19]. (2) Given the product [Br:27][C:10]1[N:6]([S:3]([N:2]([CH3:15])[CH3:1])(=[O:5])=[O:4])[N:7]=[C:8]([C:11]([F:14])([F:12])[F:13])[CH:9]=1, predict the reactants needed to synthesize it. The reactants are: [CH3:1][N:2]([CH3:15])[S:3]([N:6]1[CH:10]=[CH:9][C:8]([C:11]([F:14])([F:13])[F:12])=[N:7]1)(=[O:5])=[O:4].C([Li])CCC.C1CCCCC1.[Br:27]Br. (3) Given the product [C:1]([CH:5]1[N:14]2[C:9](=[CH:10][C:11](=[O:20])[C:12]([C:15]([OH:17])=[O:16])=[CH:13]2)[C:8]2[CH:21]=[C:22]([O:34][CH3:35])[C:23]([O:25][CH2:26][CH2:27][CH2:28][N:29]3[CH:33]=[N:32][CH:31]=[N:30]3)=[CH:24][C:7]=2[CH2:6]1)([CH3:4])([CH3:2])[CH3:3], predict the reactants needed to synthesize it. The reactants are: [C:1]([CH:5]1[N:14]2[C:9](=[CH:10][C:11](=[O:20])[C:12]([C:15]([O:17]CC)=[O:16])=[CH:13]2)[C:8]2[CH:21]=[C:22]([O:34][CH3:35])[C:23]([O:25][CH2:26][CH2:27][CH2:28][N:29]3[CH:33]=[N:32][CH:31]=[N:30]3)=[CH:24][C:7]=2[CH2:6]1)([CH3:4])([CH3:3])[CH3:2].[OH-].[Na+].Cl. (4) The reactants are: [F-].C([N+](CCCC)(CCCC)CCCC)CCC.[F:19][C:20]1[CH:25]=[CH:24][C:23]([C:26]2[N:27]([Si](C(C)C)(C(C)C)C(C)C)[CH:28]=[C:29]([C:37]3([OH:43])[CH2:42][CH2:41][NH:40][CH2:39][CH2:38]3)[C:30]=2[C:31]2[CH:36]=[CH:35][N:34]=[CH:33][CH:32]=2)=[CH:22][CH:21]=1. Given the product [F:19][C:20]1[CH:25]=[CH:24][C:23]([C:26]2[NH:27][CH:28]=[C:29]([C:37]3([OH:43])[CH2:38][CH2:39][NH:40][CH2:41][CH2:42]3)[C:30]=2[C:31]2[CH:32]=[CH:33][N:34]=[CH:35][CH:36]=2)=[CH:22][CH:21]=1, predict the reactants needed to synthesize it. (5) Given the product [CH:70]([C:68]1[N:67]([CH2:16][C:17]2[CH:22]=[CH:21][CH:20]=[CH:19][CH:18]=2)[CH:66]=[N:65][CH:69]=1)=[O:71], predict the reactants needed to synthesize it. The reactants are: FC(F)(F)S(OS(C(F)(F)F)(=O)=O)(=O)=O.[CH2:16](O)[C:17]1[CH:22]=[CH:21][CH:20]=[CH:19][CH:18]=1.C(C1C=CC=C(C(C)(C)C)N=1)(C)(C)C.[O-]S(C(F)(F)F)(=O)=O.C([N:65]1[CH:69]=[C:68]([CH:70]=[O:71])[N:67]=[CH:66]1)(C1C=CC=CC=1)(C1C=CC=CC=1)C1C=CC=CC=1.